Dataset: Reaction yield outcomes from USPTO patents with 853,638 reactions. Task: Predict the reaction yield, written as a fraction of the theoretical maximum amount of product (1.0 means a 100% yield; for example, 0.34 means a 34% yield). (1) The reactants are [Cl:1][C:2]1[CH:3]=[CH:4][C:5]2[CH2:6][NH:7][CH2:8][CH:9]([C:13]3[CH:14]=[N:15][CH:16]=[CH:17][CH:18]=3)[O:10][C:11]=2[N:12]=1.C=O.[C:21](O)(=O)C.C([BH3-])#N. The catalyst is CO.ClCCl. The product is [Cl:1][C:2]1[CH:3]=[CH:4][C:5]2[CH2:6][N:7]([CH3:21])[CH2:8][CH:9]([C:13]3[CH:14]=[N:15][CH:16]=[CH:17][CH:18]=3)[O:10][C:11]=2[N:12]=1. The yield is 0.310. (2) The yield is 0.860. The catalyst is CO. The reactants are [C:1]1(/[CH:7]=[CH:8]/[C:9]2[CH:14]=[CH:13][C:12]([CH2:15][O:16][CH2:17][CH2:18][O:19][CH2:20][CH2:21][O:22]COC)=[CH:11][CH:10]=2)[CH:6]=[CH:5][CH:4]=[CH:3][CH:2]=1.Cl. The product is [C:1]1(/[CH:7]=[CH:8]/[C:9]2[CH:10]=[CH:11][C:12]([CH2:15][O:16][CH2:17][CH2:18][O:19][CH2:20][CH2:21][OH:22])=[CH:13][CH:14]=2)[CH:2]=[CH:3][CH:4]=[CH:5][CH:6]=1.